From a dataset of Full USPTO retrosynthesis dataset with 1.9M reactions from patents (1976-2016). Predict the reactants needed to synthesize the given product. (1) Given the product [CH2:1]([C:3]1[CH:4]=[C:5]([CH2:27][N:54]2[CH2:57][CH:56]([C:58]([O:60][CH3:61])=[O:59])[CH2:55]2)[S:6][C:7]=1[C:8]1[N:12]=[C:11]([C:13]2[CH:18]=[CH:17][C:16]([O:19][C:20]3[CH:21]=[CH:22][CH:23]=[CH:24][CH:25]=3)=[C:15]([F:26])[CH:14]=2)[O:10][N:9]=1)[CH3:2], predict the reactants needed to synthesize it. The reactants are: [CH2:1]([C:3]1[CH:4]=[C:5]([CH2:27]O)[S:6][C:7]=1[C:8]1[N:12]=[C:11]([C:13]2[CH:18]=[CH:17][C:16]([O:19][C:20]3[CH:25]=[CH:24][CH:23]=[CH:22][CH:21]=3)=[C:15]([F:26])[CH:14]=2)[O:10][N:9]=1)[CH3:2].C(Br)(Br)(Br)Br.C1(P(C2C=CC=CC=2)C2C=CC=CC=2)C=CC=CC=1.Cl.[NH:54]1[CH2:57][CH:56]([C:58]([O:60][CH3:61])=[O:59])[CH2:55]1.C(N(CC)C(C)C)(C)C. (2) Given the product [CH3:10][O:11][C:12](=[O:42])[CH2:13][O:14][C:15]1[CH:20]=[CH:19][C:18]([O:21][CH2:22][C:23]#[C:24][C:25]2[CH:26]=[C:27]([C:3]#[C:2][CH2:1][N:4]3[CH2:9][CH2:8][CH2:7][CH2:6][CH2:5]3)[CH:28]=[C:29]([C:31]#[C:32][CH2:33][N:34]3[CH2:39][CH2:38][CH2:37][CH2:36][CH2:35]3)[CH:30]=2)=[CH:17][C:16]=1[CH3:41], predict the reactants needed to synthesize it. The reactants are: [CH2:1]([N:4]1[CH2:9][CH2:8][CH2:7][CH2:6][CH2:5]1)[C:2]#[CH:3].[CH3:10][O:11][C:12](=[O:42])[CH2:13][O:14][C:15]1[CH:20]=[CH:19][C:18]([O:21][CH2:22][C:23]#[C:24][C:25]2[CH:30]=[C:29]([C:31]#[C:32][CH2:33][N:34]3[CH2:39][CH2:38][CH2:37][CH2:36][CH2:35]3)[CH:28]=[C:27](Br)[CH:26]=2)=[CH:17][C:16]=1[CH3:41]. (3) Given the product [CH3:1][C:2]1[N:3]=[C:4]([NH:7][C:8]([C:10]2[C:15]([NH:16][C:17]3[CH:22]=[CH:21][CH:20]=[C:27]([F:31])[CH:18]=3)=[CH:14][CH:13]=[C:12]([CH3:23])[N:11]=2)=[O:9])[S:5][CH:6]=1, predict the reactants needed to synthesize it. The reactants are: [CH3:1][C:2]1[N:3]=[C:4]([NH:7][C:8]([C:10]2[C:15]([NH:16][C:17]3[CH:18]=N[CH:20]=[CH:21][CH:22]=3)=[CH:14][CH:13]=[C:12]([CH3:23])[N:11]=2)=[O:9])[S:5][CH:6]=1.BrC1C=CC=[C:27]([F:31])C=1. (4) Given the product [C:1]([O:5][C:6](=[O:18])[NH:7][C:8]1([C:16]#[C:17][C:28]2[CH:33]=[CH:32][C:31]([S:34]([N:37]3[C:45]4[C:40](=[CH:41][CH:42]=[C:43]([O:46][CH3:47])[CH:44]=4)[C:39]([C:48](=[O:49])[C:50]4[CH:51]=[C:52]([O:60][CH3:61])[C:53]([O:58][CH3:59])=[C:54]([O:56][CH3:57])[CH:55]=4)=[CH:38]3)(=[O:35])=[O:36])=[CH:30][CH:29]=2)[CH2:13][O:12][C:11]([CH3:15])([CH3:14])[O:10][CH2:9]1)([CH3:4])([CH3:3])[CH3:2], predict the reactants needed to synthesize it. The reactants are: [C:1]([O:5][C:6](=[O:18])[NH:7][C:8]1([C:16]#[CH:17])[CH2:13][O:12][C:11]([CH3:15])([CH3:14])[O:10][CH2:9]1)([CH3:4])([CH3:3])[CH3:2].C#CCCCCCC.Br[C:28]1[CH:33]=[CH:32][C:31]([S:34]([N:37]2[C:45]3[C:40](=[CH:41][CH:42]=[C:43]([O:46][CH3:47])[CH:44]=3)[C:39]([C:48]([C:50]3[CH:55]=[C:54]([O:56][CH3:57])[C:53]([O:58][CH3:59])=[C:52]([O:60][CH3:61])[CH:51]=3)=[O:49])=[CH:38]2)(=[O:36])=[O:35])=[CH:30][CH:29]=1.IC1C=C2C(=CC=1)CN(C(C1C=CC=CC=1)(C1C=CC=CC=1)C1C=CC=CC=1)C2. (5) Given the product [CH3:12][O:13][CH2:14][CH2:15][N:3]1[C:7]2[CH:8]=[CH:9][CH:10]=[CH:11][C:6]=2[N:5]=[CH:4]1, predict the reactants needed to synthesize it. The reactants are: [OH-].[K+].[N:3]1[C:7]2[CH:8]=[CH:9][CH:10]=[CH:11][C:6]=2[NH:5][CH:4]=1.[CH3:12][O:13][CH2:14][CH2:15]Cl. (6) Given the product [CH3:1][C:2]1([CH3:9])[C@H:7]([OH:8])[C:5](=[O:6])[O:4][CH2:3]1, predict the reactants needed to synthesize it. The reactants are: [CH3:1][C:2]1([CH3:9])[C@@H:7]([OH:8])[C:5](=[O:6])[O:4][CH2:3]1.ClC(Cl)(Cl)C(=N)OCC1C=CC=CC=1.ClC(Cl)(Cl)C(=N)OCC1C=CC(OC)=CC=1.FC(F)(F)S(O)(=O)=O.CC1C=CC(S(O)(=O)=O)=CC=1.C12(CS(O)(=O)=O)C(C)(C)C(CC1)CC2=O.FC(F)(F)C(O)=O.[B-](F)(F)(F)F.C1C=CC([C+](C2C=CC=CC=2)C2C=CC=CC=2)=CC=1.Cl(OC(C1C=CC=CC=1)(C1C=CC=CC=1)C1C=CC=CC=1)(=O)(=O)=O.FC(F)(F)S(O[Si](C)(C)C)(=O)=O.[Sn].